This data is from Catalyst prediction with 721,799 reactions and 888 catalyst types from USPTO. The task is: Predict which catalyst facilitates the given reaction. (1) Product: [CH:27]1([NH:26][C:22]2[CH:21]=[C:20]([C:18]3[CH:17]=[C:16]([C:33]4[O:34][C:35](=[O:38])[NH:36][N:37]=4)[CH:15]=[C:14]([N:11]4[CH2:12][CH2:13][NH:8][CH2:9][CH2:10]4)[N:19]=3)[CH:25]=[CH:24][N:23]=2)[CH2:28][CH2:29][CH2:30][CH2:31][CH2:32]1. The catalyst class is: 2. Reactant: C(OC([N:8]1[CH2:13][CH2:12][N:11]([C:14]2[N:19]=[C:18]([C:20]3[CH:25]=[CH:24][N:23]=[C:22]([NH:26][CH:27]4[CH2:32][CH2:31][CH2:30][CH2:29][CH2:28]4)[CH:21]=3)[CH:17]=[C:16]([C:33]3[O:34][C:35](=[O:38])[NH:36][N:37]=3)[CH:15]=2)[CH2:10][CH2:9]1)=O)(C)(C)C.C(O)(C(F)(F)F)=O. (2) Product: [OH:37][C:14]1[CH:13]=[C:12]([OH:11])[CH:17]=[CH:16][C:15]=1[C:18]([NH:19][C:20]1[CH:25]=[C:24]([C:26]2[CH:31]=[CH:30][CH:29]=[CH:28][CH:27]=2)[CH:23]=[CH:22][C:21]=1[C:32]([O:34][CH3:35])=[O:33])=[O:36]. Reactant: C[O-].[Na+].CO.CO.C([O:11][C:12]1[CH:17]=[CH:16][C:15]([C:18](=[O:36])[NH:19][C:20]2[CH:25]=[C:24]([C:26]3[CH:31]=[CH:30][CH:29]=[CH:28][CH:27]=3)[CH:23]=[CH:22][C:21]=2[C:32]([O:34][CH3:35])=[O:33])=[C:14]([O:37]C(=O)C)[CH:13]=1)(=O)C.Cl. The catalyst class is: 13. (3) Reactant: C(O[BH-](OC(=O)C)OC(=O)C)(=O)C.[Na+].[C:15]([O:19][C:20]([N:22]1[CH2:27][CH2:26][CH:25]([NH2:28])[CH2:24][CH2:23]1)=[O:21])([CH3:18])([CH3:17])[CH3:16].[CH3:29][C:30]1[S:31][C:32]([CH:36]=O)=[C:33]([CH3:35])[N:34]=1.C(O)(=O)C.[OH-].[Na+]. Product: [C:15]([O:19][C:20]([N:22]1[CH2:27][CH2:26][CH:25]([NH:28][CH2:36][C:32]2[S:31][C:30]([CH3:29])=[N:34][C:33]=2[CH3:35])[CH2:24][CH2:23]1)=[O:21])([CH3:18])([CH3:16])[CH3:17]. The catalyst class is: 26. (4) Product: [NH2:26][C:14]1[CH:13]=[CH:12][C:11]([O:10][C:7]2[CH:8]=[CH:9][C:4]3[CH2:3][CH2:2][O:1][C:5]=3[CH:6]=2)=[CH:16][C:15]=1[CH2:17][NH:18][C:19](=[O:25])[O:20][C:21]([CH3:23])([CH3:22])[CH3:24]. The catalyst class is: 150. Reactant: [O:1]1[C:5]2[CH:6]=[C:7]([O:10][C:11]3[CH:12]=[CH:13][C:14]([N+:26]([O-])=O)=[C:15]([CH2:17][NH:18][C:19](=[O:25])[O:20][C:21]([CH3:24])([CH3:23])[CH3:22])[CH:16]=3)[CH:8]=[CH:9][C:4]=2[CH2:3][CH2:2]1.[Cl-].[NH4+].C(O)C. (5) Reactant: [Cl:1][C:2]1[N:12]=[CH:11][C:5]2[O:6][CH2:7][C:8](=O)[NH:9][C:4]=2[CH:3]=1.CO. Product: [Cl:1][C:2]1[N:12]=[CH:11][C:5]2[O:6][CH2:7][CH2:8][NH:9][C:4]=2[CH:3]=1. The catalyst class is: 1. (6) Reactant: [CH2:1]([C:4]1[C:13]2[O:12][C:11](=[O:14])[N:10]([CH3:15])[CH2:9][C:8]=2[CH:7]=[CH:6][C:5]=1[OH:16])[CH:2]=[CH2:3].[C:17](=O)([O-])[O-].[K+].[K+].CI.O. Product: [CH2:1]([C:4]1[C:13]2[O:12][C:11](=[O:14])[N:10]([CH3:15])[CH2:9][C:8]=2[CH:7]=[CH:6][C:5]=1[O:16][CH3:17])[CH:2]=[CH2:3]. The catalyst class is: 42. (7) Reactant: Br[C:2]1[CH:25]=[CH:24][C:5]2[N:6]([C:20]([CH3:23])([CH3:22])[CH3:21])[C:7]([C:9]3[CH:14]=[CH:13][CH:12]=[CH:11][C:10]=3[C:15]3[N:16]=[N:17][NH:18][N:19]=3)=[N:8][C:4]=2[CH:3]=1.[NH2:26][C:27]1[N:32]=[CH:31][C:30](B2OC(C)(C)C(C)(C)O2)=[CH:29][N:28]=1.C([O-])([O-])=O.[Na+].[Na+]. Product: [C:20]([N:6]1[C:5]2[CH:24]=[CH:25][C:2]([C:30]3[CH:29]=[N:28][C:27]([NH2:26])=[N:32][CH:31]=3)=[CH:3][C:4]=2[N:8]=[C:7]1[C:9]1[CH:14]=[CH:13][CH:12]=[CH:11][C:10]=1[C:15]1[N:16]=[N:17][NH:18][N:19]=1)([CH3:23])([CH3:21])[CH3:22]. The catalyst class is: 31.